From a dataset of Peptide-MHC class II binding affinity with 134,281 pairs from IEDB. Regression. Given a peptide amino acid sequence and an MHC pseudo amino acid sequence, predict their binding affinity value. This is MHC class II binding data. (1) The peptide sequence is VDLAKSLRIAAKIYS. The MHC is DRB1_1001 with pseudo-sequence DRB1_1001. The binding affinity (normalized) is 0.507. (2) The peptide sequence is PRGVTHDQLNNFRAG. The MHC is HLA-DQA10501-DQB10201 with pseudo-sequence HLA-DQA10501-DQB10201. The binding affinity (normalized) is 0.175. (3) The peptide sequence is AAGGWDSLAAELATT. The MHC is DRB1_0405 with pseudo-sequence DRB1_0405. The binding affinity (normalized) is 0.181. (4) The peptide sequence is DVKFPGGGQIVGGVF. The MHC is HLA-DQA10501-DQB10301 with pseudo-sequence HLA-DQA10501-DQB10301. The binding affinity (normalized) is 0.781. (5) The peptide sequence is VRAVAESHGVAAVLF. The MHC is DRB1_1201 with pseudo-sequence DRB1_1201. The binding affinity (normalized) is 0.421. (6) The MHC is HLA-DQA10101-DQB10501 with pseudo-sequence HLA-DQA10101-DQB10501. The binding affinity (normalized) is 0.267. The peptide sequence is EEFVSLASRFLVEED. (7) The peptide sequence is GNQNFLTVFDSTSCN. The MHC is HLA-DQA10102-DQB10502 with pseudo-sequence HLA-DQA10102-DQB10502. The binding affinity (normalized) is 0.396. (8) The peptide sequence is WHKEGSSIGKLFTQT. The MHC is DRB1_0901 with pseudo-sequence DRB1_0901. The binding affinity (normalized) is 0.210.